From a dataset of Catalyst prediction with 721,799 reactions and 888 catalyst types from USPTO. Predict which catalyst facilitates the given reaction. (1) Reactant: [NH2:1][C:2]1[CH:7]=[CH:6][C:5]([N+:8]([O-:10])=[O:9])=[CH:4][C:3]=1[OH:11].CC(C)([O-])C.[K+].[CH2:18](Br)[C:19]1[CH:24]=[CH:23][CH:22]=[CH:21][CH:20]=1. Product: [CH2:18]([O:11][C:3]1[CH:4]=[C:5]([N+:8]([O-:10])=[O:9])[CH:6]=[CH:7][C:2]=1[NH2:1])[C:19]1[CH:24]=[CH:23][CH:22]=[CH:21][CH:20]=1. The catalyst class is: 1. (2) Reactant: [O:1]=[C:2]1[NH:10][C:5]2=[N:6][CH:7]=[CH:8][CH:9]=[C:4]2[N:3]1[CH:11]1[CH2:16][CH2:15][N:14]([C:17]2[CH:22]=[CH:21][N:20]=[C:19]([C:23]([O:25]C)=[O:24])[N:18]=2)[CH2:13][CH2:12]1.[OH-].[Na+]. Product: [O:1]=[C:2]1[NH:10][C:5]2=[N:6][CH:7]=[CH:8][CH:9]=[C:4]2[N:3]1[CH:11]1[CH2:12][CH2:13][N:14]([C:17]2[CH:22]=[CH:21][N:20]=[C:19]([C:23]([OH:25])=[O:24])[N:18]=2)[CH2:15][CH2:16]1. The catalyst class is: 7. (3) Reactant: CO[C:3](=O)[NH:4][CH2:5][CH2:6][CH:7]([C:14]1[CH:15]=[C:16]2[C:20](=[CH:21][CH:22]=1)[NH:19][CH:18]=[CH:17]2)[C:8]1[CH:13]=[CH:12][CH:11]=[CH:10][CH:9]=1.[H-].[H-].[H-].[H-].[Li+].[Al+3]. Product: [NH:19]1[C:20]2[C:16](=[CH:15][C:14]([CH:7]([C:8]3[CH:9]=[CH:10][CH:11]=[CH:12][CH:13]=3)[CH2:6][CH2:5][NH:4][CH3:3])=[CH:22][CH:21]=2)[CH:17]=[CH:18]1. The catalyst class is: 1. (4) Reactant: [CH2:1]([NH:8][CH2:9][CH:10]([CH2:21][OH:22])[CH:11]([C:13]1[CH:18]=[CH:17][C:16]([Cl:19])=[C:15]([Cl:20])[CH:14]=1)[OH:12])[C:2]1[CH:7]=[CH:6][CH:5]=[CH:4][CH:3]=1.[C:23]([Si:27](Cl)([CH3:29])[CH3:28])([CH3:26])([CH3:25])[CH3:24].N1C=CN=C1. Product: [CH2:1]([NH:8][CH2:9][CH:10]([CH2:21][O:22][Si:27]([C:23]([CH3:26])([CH3:25])[CH3:24])([CH3:29])[CH3:28])[CH:11]([C:13]1[CH:18]=[CH:17][C:16]([Cl:19])=[C:15]([Cl:20])[CH:14]=1)[OH:12])[C:2]1[CH:7]=[CH:6][CH:5]=[CH:4][CH:3]=1. The catalyst class is: 1. (5) The catalyst class is: 280. Reactant: [H-].[Al+3].[Li+].[H-].[H-].[H-].[F:7][C:8]1([F:19])[CH2:13][CH2:12][CH:11]([C:14](OCC)=[O:15])[CH2:10][CH2:9]1.[OH-].[Na+].S([O-])([O-])(=O)=O.[Na+].[Na+]. Product: [F:7][C:8]1([F:19])[CH2:13][CH2:12][CH:11]([CH2:14][OH:15])[CH2:10][CH2:9]1. (6) Reactant: [Br:1][C:2]1[CH:3]=[C:4]2[C:8](=[CH:9][CH:10]=1)[NH:7][N:6]=[C:5]2[C:11](OC)=[O:12].[H-].C([Al+]CC(C)C)C(C)C.C1(C)C=CC=CC=1.S([O-])([O-])(=O)=O.[Na+].[Na+]. Product: [Br:1][C:2]1[CH:3]=[C:4]2[C:8](=[CH:9][CH:10]=1)[NH:7][N:6]=[C:5]2[CH2:11][OH:12]. The catalyst class is: 1. (7) Reactant: Cl.CN(C)CCCN=C=NCC.O.ON1C2C=CC=CC=2N=N1.[NH2:24][C:25]1[S:26][C:27]([C:36]([OH:38])=O)=[C:28]([C:30]2[CH:35]=[CH:34][CH:33]=[CH:32][CH:31]=2)[N:29]=1.[CH3:39][O:40][C:41]1[CH:42]=[C:43]([N:49]2[CH2:54][CH2:53][NH:52][CH2:51][CH2:50]2)[CH:44]=[C:45]([O:47][CH3:48])[CH:46]=1. Product: [NH2:24][C:25]1[S:26][C:27]([C:36]([N:52]2[CH2:51][CH2:50][N:49]([C:43]3[CH:42]=[C:41]([O:40][CH3:39])[CH:46]=[C:45]([O:47][CH3:48])[CH:44]=3)[CH2:54][CH2:53]2)=[O:38])=[C:28]([C:30]2[CH:31]=[CH:32][CH:33]=[CH:34][CH:35]=2)[N:29]=1. The catalyst class is: 4. (8) Product: [F:25][C:2]([F:24])([F:1])[C:3]1[CH:4]=[CH:5][C:6]2[C:10]([N:11]3[CH2:16][CH2:15][N:14]([CH2:17][C@@H:18]4[CH2:20][C@H:19]4[CH2:21][O:22][S:34]([CH3:33])(=[O:36])=[O:35])[CH2:13][CH2:12]3)=[CH:9][S:8][C:7]=2[CH:23]=1. Reactant: [F:1][C:2]([F:25])([F:24])[C:3]1[CH:4]=[CH:5][C:6]2[C:10]([N:11]3[CH2:16][CH2:15][N:14]([CH2:17][C@@H:18]4[CH2:20][C@H:19]4[CH2:21][OH:22])[CH2:13][CH2:12]3)=[CH:9][S:8][C:7]=2[CH:23]=1.CCN(CC)CC.[CH3:33][S:34](Cl)(=[O:36])=[O:35].C([O-])([O-])=O.[K+].[K+]. The catalyst class is: 34. (9) Reactant: [F:1][C:2]1[CH:7]=[CH:6][C:5]([NH:8][C:9](=O)[C@@H:10]([NH:12][C:13](=[O:29])[O:14][CH2:15][CH:16]2[C:28]3[CH:27]=[CH:26][CH:25]=[CH:24][C:23]=3[C:22]3[C:17]2=[CH:18][CH:19]=[CH:20][CH:21]=3)[CH3:11])=[C:4](NC2C=CC(F)=CC=2)[CH:3]=1.C(Cl)Cl.C([O-])(O)=O.[Na+]. Product: [F:1][C:2]1[CH:3]=[CH:4][C:5]2[N:8]=[C:9]([C@@H:10]([NH:12][C:13](=[O:29])[O:14][CH2:15][CH:16]3[C:17]4[CH:18]=[CH:19][CH:20]=[CH:21][C:22]=4[C:23]4[C:28]3=[CH:27][CH:26]=[CH:25][CH:24]=4)[CH3:11])[N:8]([C:5]3[CH:6]=[CH:7][C:2]([F:1])=[CH:3][CH:4]=3)[C:6]=2[CH:7]=1. The catalyst class is: 15. (10) Reactant: [Br:1][C:2]1[CH:3]=[C:4]([CH2:29][C:30]([OH:32])=[O:31])[CH:5]=[C:6]([Br:28])[C:7]=1[O:8][C:9]1[CH:14]=[C:13]([CH:15]([CH3:17])[CH3:16])[C:12]([OH:18])=[CH:11][C:10]=1[C:19](=[O:27])[C:20]1[CH:25]=[CH:24][CH:23]=[C:22]([CH3:26])[CH:21]=1.[CH3:33]O. Product: [CH3:33][O:31][C:30](=[O:32])[CH2:29][C:4]1[CH:3]=[C:2]([Br:1])[C:7]([O:8][C:9]2[CH:14]=[C:13]([CH:15]([CH3:17])[CH3:16])[C:12]([OH:18])=[CH:11][C:10]=2[C:19](=[O:27])[C:20]2[CH:25]=[CH:24][CH:23]=[C:22]([CH3:26])[CH:21]=2)=[C:6]([Br:28])[CH:5]=1. The catalyst class is: 820.